Dataset: Retrosynthesis with 50K atom-mapped reactions and 10 reaction types from USPTO. Task: Predict the reactants needed to synthesize the given product. (1) Given the product CN1CC[C@@](O)(C#Cc2cccc(-c3nc(C(N)=O)c4ccc(F)cc4n3)c2)C1=O, predict the reactants needed to synthesize it. The reactants are: CCOC(=O)c1nc(-c2cccc(C#C[C@]3(O)CCN(C)C3=O)c2)nc2cc(F)ccc12.N. (2) Given the product COCC(=O)N1CC(C)N(Cc2cc(-c3ccc(O)cc3)nc3[nH]nc(C)c23)CC12CCCC2, predict the reactants needed to synthesize it. The reactants are: COCC(=O)Cl.Cc1n[nH]c2nc(-c3ccc(O)cc3)cc(CN3CC4(CCCC4)NCC3C)c12. (3) The reactants are: CC(=O)Nc1ccc(Nc2cc(C)nc(N)n2)cn1. Given the product Cc1cc(Nc2ccc(N)nc2)nc(N)n1, predict the reactants needed to synthesize it. (4) Given the product CCC(O)c1ccc(OC)n2nc(C(F)F)cc12, predict the reactants needed to synthesize it. The reactants are: CC[Mg+].COc1ccc(C=O)c2cc(C(F)F)nn12. (5) Given the product CNC(=O)COc1ccc(Cl)cc1CC1CNC(=O)CN(S(=O)(=O)c2ccc(Cl)cc2)C1=O, predict the reactants needed to synthesize it. The reactants are: CN.O=C(O)COc1ccc(Cl)cc1CC1CNC(=O)CN(S(=O)(=O)c2ccc(Cl)cc2)C1=O. (6) Given the product Nc1ccc2c(c1)CC(=O)N2CCF, predict the reactants needed to synthesize it. The reactants are: O=C1Cc2cc([N+](=O)[O-])ccc2N1CCF. (7) Given the product CC(C)(C)N/N=C(/c1cccc(Br)c1)c1c(O)ccc[n+]1[O-], predict the reactants needed to synthesize it. The reactants are: CC(C)(C)NN.O=C(c1cccc(Br)c1)c1c(O)ccc[n+]1[O-].